This data is from Forward reaction prediction with 1.9M reactions from USPTO patents (1976-2016). The task is: Predict the product of the given reaction. (1) Given the reactants Cl[C:2]1[CH:7]=[CH:6][C:5]([N+:8]([O-:10])=[O:9])=[CH:4][N:3]=1.[NH:11]1[CH2:16][CH2:15][O:14][CH2:13][CH2:12]1, predict the reaction product. The product is: [N+:8]([C:5]1[CH:6]=[CH:7][C:2]([N:11]2[CH2:16][CH2:15][O:14][CH2:13][CH2:12]2)=[N:3][CH:4]=1)([O-:10])=[O:9]. (2) Given the reactants [F:1][C:2]1[CH:7]=[CH:6][C:5]([C:8]2[O:9][C:10]3[CH:21]=[C:20]([N:22]([CH3:27])[S:23]([CH3:26])(=[O:25])=[O:24])[C:19]([O:28][CH:29]([CH3:31])[CH3:30])=[CH:18][C:11]=3[C:12]=2[C:13]2[NH:17][N:16]=[CH:15][N:14]=2)=[CH:4][CH:3]=1.COC(OC)N(C)C.FC1C=CC(C2OC3C=C(NS(C)(=O)=O)C(OC(C)C)=CC=3C=2C(N)=O)=CC=1.NN, predict the reaction product. The product is: [F:1][C:2]1[CH:7]=[CH:6][C:5]([C:8]2[O:9][C:10]3[CH:21]=[C:20]([NH:22][S:23]([CH3:26])(=[O:24])=[O:25])[C:19]([O:28][CH:29]([CH3:31])[CH3:30])=[CH:18][C:11]=3[C:12]=2[C:13]2[NH:17][N:16]=[CH:15][N:14]=2)=[CH:4][CH:3]=1.[F:1][C:2]1[CH:7]=[CH:6][C:5]([C:8]2[O:9][C:10]3[CH:21]=[C:20]([N:22]([CH3:27])[S:23]([CH3:26])(=[O:24])=[O:25])[C:19]([O:28][CH:29]([CH3:31])[CH3:30])=[CH:18][C:11]=3[C:12]=2[C:13]2[NH:17][N:16]=[CH:15][N:14]=2)=[CH:4][CH:3]=1. (3) Given the reactants [Cl:1][C:2]1[CH:22]=[C:21]([S:23][CH3:24])[CH:20]=[CH:19][C:3]=1[CH2:4][N:5]1[C:9]2=[N:10][C:11]([C:14]([O:16][CH3:17])=[O:15])=[CH:12][CH:13]=[C:8]2[N:7]=[C:6]1[CH3:18].ClC1C=CC=C(C(OO)=[O:33])C=1, predict the reaction product. The product is: [Cl:1][C:2]1[CH:22]=[C:21]([S:23]([CH3:24])=[O:33])[CH:20]=[CH:19][C:3]=1[CH2:4][N:5]1[C:9]2=[N:10][C:11]([C:14]([O:16][CH3:17])=[O:15])=[CH:12][CH:13]=[C:8]2[N:7]=[C:6]1[CH3:18]. (4) Given the reactants C([O-])([O-])=O.[K+].[K+].[CH3:7][C:8]([CH3:15])([CH2:12][CH:13]=[CH2:14])[C:9]([OH:11])=[O:10].CN(C=O)C.[CH2:21](Br)[C:22]1[CH:27]=[CH:26][CH:25]=[CH:24][CH:23]=1, predict the reaction product. The product is: [CH3:7][C:8]([CH3:15])([CH2:12][CH:13]=[CH2:14])[C:9]([O:11][CH2:21][C:22]1[CH:27]=[CH:26][CH:25]=[CH:24][CH:23]=1)=[O:10]. (5) The product is: [Br:15][CH2:12][C:10]1[N:11]=[C:7]([CH2:6][O:5][CH2:4][CH2:3][O:2][CH3:1])[S:8][CH:9]=1. Given the reactants [CH3:1][O:2][CH2:3][CH2:4][O:5][CH2:6][C:7]1[S:8][CH:9]=[C:10]([CH2:12]O)[N:11]=1.P(Br)(Br)[Br:15], predict the reaction product. (6) Given the reactants [NH2:1][C:2]1[CH:3]=[CH:4][C:5]2[O:9][C:8](=[O:10])[NH:7][C:6]=2[CH:11]=1.[Cl:12][C:13]1[N:18]=[C:17](Cl)[C:16]([CH3:20])=[CH:15][N:14]=1.CO, predict the reaction product. The product is: [Cl:12][C:13]1[N:18]=[C:17]([NH:1][C:2]2[CH:3]=[CH:4][C:5]3[O:9][C:8](=[O:10])[NH:7][C:6]=3[CH:11]=2)[C:16]([CH3:20])=[CH:15][N:14]=1. (7) Given the reactants Br[C:2]1[C:3]([O:8][CH2:9][CH3:10])=[N:4][CH:5]=[CH:6][CH:7]=1.[NH2:11][C:12]1[CH:26]=[CH:25][C:15]([C:16]([C:18]2[CH:23]=[CH:22][CH:21]=[CH:20][C:19]=2[CH3:24])=[O:17])=[C:14]([Cl:27])[CH:13]=1.C(O[Na])(C)(C)C, predict the reaction product. The product is: [Cl:27][C:14]1[CH:13]=[C:12]([NH:11][C:2]2[C:3]([O:8][CH2:9][CH3:10])=[N:4][CH:5]=[CH:6][CH:7]=2)[CH:26]=[CH:25][C:15]=1[C:16]([C:18]1[CH:23]=[CH:22][CH:21]=[CH:20][C:19]=1[CH3:24])=[O:17]. (8) Given the reactants C[Si](C)(C)[C:3]#[C:4][C:5]1[CH:12]=[CH:11][CH:10]=[CH:9][C:6]=1[C:7]#[N:8].[F-].C([N+](CCCC)(CCCC)CCCC)CCC, predict the reaction product. The product is: [C:4]([C:5]1[CH:12]=[CH:11][CH:10]=[CH:9][C:6]=1[C:7]#[N:8])#[CH:3]. (9) Given the reactants Br[C:2]1[CH:10]=[CH:9][C:8]([O:11][CH3:12])=[CH:7][C:3]=1[C:4]([OH:6])=[O:5].[Li]CCCC.[C:18]([C:20]1[CH:21]=[C:22]([CH:29]=[CH:30][CH:31]=1)[C:23](N(OC)C)=[O:24])#[N:19].Cl, predict the reaction product. The product is: [C:18]([C:20]1[CH:21]=[C:22]([CH:29]=[CH:30][CH:31]=1)[C:23]([C:2]1[CH:10]=[CH:9][C:8]([O:11][CH3:12])=[CH:7][C:3]=1[C:4]([OH:6])=[O:5])=[O:24])#[N:19]. (10) Given the reactants [C:1]1([C:7]2[CH:8]=[CH:9][C:10]3[N:11]([C:13]([CH2:16][O:17][C:18]4[C:27]5[C:22](=[CH:23][C:24]([C:28]#[N:29])=[CH:25][CH:26]=5)[N:21]=[CH:20][CH:19]=4)=[N:14][N:15]=3)[N:12]=2)[CH:6]=[CH:5][CH:4]=[CH:3][CH:2]=1.S(=O)(=O)(O)[OH:31], predict the reaction product. The product is: [C:1]1([C:7]2[CH:8]=[CH:9][C:10]3[N:11]([C:13]([CH2:16][O:17][C:18]4[C:27]5[C:22](=[CH:23][C:24]([C:28]([NH2:29])=[O:31])=[CH:25][CH:26]=5)[N:21]=[CH:20][CH:19]=4)=[N:14][N:15]=3)[N:12]=2)[CH:2]=[CH:3][CH:4]=[CH:5][CH:6]=1.